Dataset: Full USPTO retrosynthesis dataset with 1.9M reactions from patents (1976-2016). Task: Predict the reactants needed to synthesize the given product. (1) Given the product [N:10]1[CH:2]=[CH:3][N:16]2[CH:15]=[C:14]([C:17]([O:19][CH3:20])=[O:18])[CH:13]=[N:12][C:11]=12, predict the reactants needed to synthesize it. The reactants are: Br[CH2:2][CH:3](OCC)OCC.[NH2:10][C:11]1[N:16]=[CH:15][C:14]([C:17]([O:19][CH3:20])=[O:18])=[CH:13][N:12]=1.Br. (2) Given the product [Br:11][CH2:1][C:2]1[CH:7]=[CH:6][CH:5]=[CH:4][C:3]=1[B:8]([OH:10])[OH:9], predict the reactants needed to synthesize it. The reactants are: [CH3:1][C:2]1[CH:7]=[CH:6][CH:5]=[CH:4][C:3]=1[B:8]([OH:10])[OH:9].[Br:11]N1C(=O)CCC1=O.N(C(C)(C)C#N)=NC(C)(C)C#N.